From a dataset of Reaction yield outcomes from USPTO patents with 853,638 reactions. Predict the reaction yield, written as a fraction of the theoretical maximum amount of product (1.0 means a 100% yield; for example, 0.34 means a 34% yield). The yield is 0.970. The catalyst is C(#N)C. The product is [Br:1][C:2]1[CH:3]=[C:4]([CH:8]=[CH:9][C:10]=1[Cl:11])[C:5]([O:7][CH2:19][CH3:20])=[O:6]. The reactants are [Br:1][C:2]1[CH:3]=[C:4]([CH:8]=[CH:9][C:10]=1[Cl:11])[C:5]([OH:7])=[O:6].C(=O)([O-])[O-].[Cs+].[Cs+].I[CH2:19][CH3:20].